Task: Predict the reactants needed to synthesize the given product.. Dataset: Full USPTO retrosynthesis dataset with 1.9M reactions from patents (1976-2016) (1) The reactants are: [CH2:1]([O:3][C:4](=[O:11])[C:5](=O)[CH2:6][C:7](=O)[CH3:8])[CH3:2].Cl.[CH3:13][O:14][C:15]1[CH:20]=[CH:19][C:18]([NH:21][NH2:22])=[CH:17][CH:16]=1. Given the product [CH2:1]([O:3][C:4]([C:5]1[N:21]([C:18]2[CH:19]=[CH:20][C:15]([O:14][CH3:13])=[CH:16][CH:17]=2)[N:22]=[C:7]([CH3:8])[CH:6]=1)=[O:11])[CH3:2], predict the reactants needed to synthesize it. (2) Given the product [CH2:28]([O:27][C:23]1[CH:22]=[N:21][N:20]([CH2:19][CH2:18][C:12]2[CH:11]=[C:10]3[C:15]([CH2:16][CH2:17][NH:8][CH2:9]3)=[CH:14][CH:13]=2)[C:25](=[O:26])[CH:24]=1)[C:29]1[CH:30]=[CH:31][CH:32]=[CH:33][CH:34]=1, predict the reactants needed to synthesize it. The reactants are: C(OC([N:8]1[CH2:17][CH2:16][C:15]2[C:10](=[CH:11][C:12]([CH2:18][CH2:19][N:20]3[C:25](=[O:26])[CH:24]=[C:23]([O:27][CH2:28][C:29]4[CH:34]=[CH:33][CH:32]=[CH:31][CH:30]=4)[CH:22]=[N:21]3)=[CH:13][CH:14]=2)[CH2:9]1)=O)(C)(C)C.FC(F)(F)C(O)=O. (3) The reactants are: [OH:1][C:2]1([CH3:15])[CH2:6][CH2:5][CH2:4][C@@H:3]1[NH:7]C(=O)OC(C)(C)C.[ClH:16].O1CCOCC1. Given the product [ClH:16].[NH2:7][C@H:3]1[CH2:4][CH2:5][CH2:6][C:2]1([CH3:15])[OH:1], predict the reactants needed to synthesize it. (4) Given the product [NH2:28][CH2:27][C:12]1[C:11]([C:39](=[O:47])[NH:40][N:41]2[CH2:46][CH2:45][CH2:44][CH2:43][CH2:42]2)=[N:10][N:9]([C:3]2[CH:4]=[CH:5][C:6]([Cl:8])=[CH:7][C:2]=2[Cl:1])[C:13]=1[C:14]1[CH:15]=[CH:16][C:17]([O:20][S:21]([CH2:24][CH2:25][CH3:26])(=[O:23])=[O:22])=[CH:18][CH:19]=1, predict the reactants needed to synthesize it. The reactants are: [Cl:1][C:2]1[CH:7]=[C:6]([Cl:8])[CH:5]=[CH:4][C:3]=1[N:9]1[C:13]([C:14]2[CH:19]=[CH:18][C:17]([O:20][S:21]([CH2:24][CH2:25][CH3:26])(=[O:23])=[O:22])=[CH:16][CH:15]=2)=[C:12]([CH2:27][N:28]2C(=O)C3C(=CC=CC=3)C2=O)[C:11]([C:39](=[O:47])[NH:40][N:41]2[CH2:46][CH2:45][CH2:44][CH2:43][CH2:42]2)=[N:10]1.O.NN.